This data is from Forward reaction prediction with 1.9M reactions from USPTO patents (1976-2016). The task is: Predict the product of the given reaction. (1) Given the reactants [CH3:1][NH:2][C:3]1[C:8]([CH:9]=[CH:10][N+:11]([O-:13])=[O:12])=[CH:7][N:6]=[C:5](S(C)=O)[N:4]=1.[CH3:17][N:18]1[CH2:23][CH2:22][N:21]([C:24]2[CH:30]=[CH:29][C:27]([NH2:28])=[CH:26][CH:25]=2)[CH2:20][CH2:19]1, predict the reaction product. The product is: [CH3:1][NH:2][C:3]1[C:8]([CH:9]=[CH:10][N+:11]([O-:13])=[O:12])=[CH:7][N:6]=[C:5]([NH:28][C:27]2[CH:26]=[CH:25][C:24]([N:21]3[CH2:20][CH2:19][N:18]([CH3:17])[CH2:23][CH2:22]3)=[CH:30][CH:29]=2)[N:4]=1. (2) Given the reactants C(OC([NH:8][CH2:9][C@H:10]1[CH2:15][CH2:14][C@H:13]([C:16]([NH:18][C@@H:19]([CH2:43][C:44]2[CH:49]=[CH:48][C:47]([C:50]3[CH:55]=[CH:54][C:53]([C:56](=[O:65])[NH:57][C@H:58]4[CH2:63][CH2:62][C@H:61]([OH:64])[CH2:60][CH2:59]4)=[C:52]([F:66])[CH:51]=3)=[CH:46][CH:45]=2)[C:20]([NH:22][C:23]2[CH:28]=[CH:27][C:26]([C:29]3[N:33]=[C:32]([C:34]([F:42])([F:41])[C:35]([F:40])([F:39])[C:36]([OH:38])=[O:37])[NH:31][N:30]=3)=[CH:25][CH:24]=2)=[O:21])=[O:17])[CH2:12][CH2:11]1)=O)(C)(C)C.[ClH:67], predict the reaction product. The product is: [ClH:67].[NH2:8][CH2:9][C@H:10]1[CH2:15][CH2:14][C@H:13]([C:16]([NH:18][C@@H:19]([CH2:43][C:44]2[CH:45]=[CH:46][C:47]([C:50]3[CH:55]=[CH:54][C:53]([C:56](=[O:65])[NH:57][C@H:58]4[CH2:63][CH2:62][C@H:61]([OH:64])[CH2:60][CH2:59]4)=[C:52]([F:66])[CH:51]=3)=[CH:48][CH:49]=2)[C:20]([NH:22][C:23]2[CH:28]=[CH:27][C:26]([C:29]3[N:33]=[C:32]([C:34]([F:41])([F:42])[C:35]([F:39])([F:40])[C:36]([OH:38])=[O:37])[NH:31][N:30]=3)=[CH:25][CH:24]=2)=[O:21])=[O:17])[CH2:12][CH2:11]1. (3) Given the reactants [N:1]1[C:10]2[C:9](=O)[CH2:8][CH2:7][CH2:6][C:5]=2[CH:4]=[CH:3][CH:2]=1.Cl.Cl.[NH2:14][CH2:15][C:16]1[NH:17][C:18]2[CH:24]=[CH:23][CH:22]=[CH:21][C:19]=2[N:20]=1.[BH4-].[Na+], predict the reaction product. The product is: [NH:17]1[C:18]2[CH:24]=[CH:23][CH:22]=[CH:21][C:19]=2[N:20]=[C:16]1[CH2:15][NH:14][CH:9]1[C:10]2[N:1]=[CH:2][CH:3]=[CH:4][C:5]=2[CH2:6][CH2:7][CH2:8]1. (4) Given the reactants [Cl:1][C:2]1[CH:3]=[C:4]([CH:8]([NH:10][C:11]2[CH:12]=[C:13]([N:20]3[CH2:25][CH2:24][N:23](C(OC(C)(C)C)=O)[CH2:22][CH2:21]3)[CH:14]=[CH:15][C:16]=2[N+:17]([O-:19])=[O:18])[CH3:9])[CH:5]=[CH:6][CH:7]=1.Cl, predict the reaction product. The product is: [ClH:1].[Cl:1][C:2]1[CH:3]=[C:4]([CH:8]([NH:10][C:11]2[CH:12]=[C:13]([N:20]3[CH2:21][CH2:22][NH:23][CH2:24][CH2:25]3)[CH:14]=[CH:15][C:16]=2[N+:17]([O-:19])=[O:18])[CH3:9])[CH:5]=[CH:6][CH:7]=1. (5) The product is: [CH3:8][CH2:3][CH2:4][CH:5]([CH3:11])[CH3:6].[F:34][C:33]([F:36])([F:35])[C:32]1[NH:31][C:4]2[C:5]([CH:11]=1)=[CH:6][C:7]([C:9]#[N:10])=[CH:8][C:3]=2[Br:2]. Given the reactants [Br-].[Br:2][C:3]1[C:4]([NH:31][C:32](=O)[C:33]([F:36])([F:35])[F:34])=[C:5]([CH2:11][P+](C2C=CC=CC=2)(C2C=CC=CC=2)C2C=CC=CC=2)[CH:6]=[C:7]([C:9]#[N:10])[CH:8]=1, predict the reaction product. (6) Given the reactants [CH3:1][C@@H:2]1[N:7]([C:8]([O:10][C:11]([CH3:14])([CH3:13])[CH3:12])=[O:9])[CH2:6][C:5]2[C:15](OS(C(F)(F)F)(=O)=O)=[N:16][NH:17][C:4]=2[CH2:3]1.[S:26]1[CH:30]=[CH:29][CH:28]=[C:27]1B(O)O.CC(C1C=C(C(C)C)C(C2C=CC=CC=2P(C2CCCCC2)C2CCCCC2)=C(C(C)C)C=1)C.[O-]P([O-])([O-])=O.[K+].[K+].[K+], predict the reaction product. The product is: [CH3:1][C@@H:2]1[N:7]([C:8]([O:10][C:11]([CH3:12])([CH3:13])[CH3:14])=[O:9])[CH2:6][C:5]2[C:15]([C:27]3[S:26][CH:30]=[CH:29][CH:28]=3)=[N:16][NH:17][C:4]=2[CH2:3]1. (7) Given the reactants [CH3:1][O:2][CH2:3][CH:4]([CH2:29][O:30][CH3:31])[O:5][C:6]1[CH:7]=[C:8]([O:18][C:19]2[CH:20]=[N:21][C:22]([S:25]([CH3:28])(=[O:27])=[O:26])=[CH:23][CH:24]=2)[CH:9]=[C:10]2[C:14]=1[NH:13][C:12]([C:15](O)=[O:16])=[CH:11]2.Cl.C([N:35]=C=NCCCN(C)C)C.ON1C2C=CC=CC=2N=N1.[OH-].[NH4+], predict the reaction product. The product is: [CH3:31][O:30][CH2:29][CH:4]([CH2:3][O:2][CH3:1])[O:5][C:6]1[CH:7]=[C:8]([O:18][C:19]2[CH:20]=[N:21][C:22]([S:25]([CH3:28])(=[O:26])=[O:27])=[CH:23][CH:24]=2)[CH:9]=[C:10]2[C:14]=1[NH:13][C:12]([C:15]([NH2:35])=[O:16])=[CH:11]2. (8) Given the reactants [C:1]([C:4]12CCC(C(O)=O)([CH2:8][CH2:9]1)[CH2:6][CH2:5]2)(O)=O.C([N:17]([CH2:20][CH3:21])CC)C.C1(P([N:36]=[N+]=[N-])(C2C=CC=CC=2)=O)C=CC=CC=1.[ClH:39], predict the reaction product. The product is: [ClH:39].[ClH:39].[NH2:36][C:4]12[CH2:1][CH2:21][C:20]([NH2:17])([CH2:8][CH2:9]1)[CH2:6][CH2:5]2. (9) The product is: [NH2:25][C:24]1[C:18]2[C:19](=[N:20][CH:21]=[C:16]([Cl:15])[C:17]=2[N:1]2[CH2:6][CH2:5][CH2:4][C@@H:3]([NH:7][C:8](=[O:14])[O:9][C:10]([CH3:11])([CH3:13])[CH3:12])[CH2:2]2)[NH:22][CH:23]=1. Given the reactants [NH:1]1[CH2:6][CH2:5][CH2:4][C@@H:3]([NH:7][C:8](=[O:14])[O:9][C:10]([CH3:13])([CH3:12])[CH3:11])[CH2:2]1.[Cl:15][C:16]1[C:17](F)=[C:18]2[C:24]([NH2:25])=[CH:23][NH:22][C:19]2=[N:20][CH:21]=1.C(N(C(C)C)C(C)C)C, predict the reaction product.